Predict which catalyst facilitates the given reaction. From a dataset of Catalyst prediction with 721,799 reactions and 888 catalyst types from USPTO. (1) Reactant: [OH:1][C:2]1[CH:9]=[CH:8][CH:7]=[CH:6][C:3]=1[CH:4]=[O:5].Br[CH2:11][CH2:12][C:13]1[CH:18]=[CH:17][CH:16]=[CH:15][CH:14]=1.C(=O)([O-])[O-].[K+].[K+].O. Product: [C:13]1([CH2:12][CH2:11][O:1][C:2]2[CH:9]=[CH:8][CH:7]=[CH:6][C:3]=2[CH:4]=[O:5])[CH:18]=[CH:17][CH:16]=[CH:15][CH:14]=1. The catalyst class is: 39. (2) Reactant: C([O:5][C:6](=[O:47])[CH2:7][CH2:8][N:9](C(OC(C)(C)C)=O)[CH2:10][C:11](=[O:39])[N:12]1[C:20]2[C:15](=[CH:16][C:17]([O:21][CH2:22][C:23]3[CH:28]=[CH:27][C:26]([C:29]4[CH:34]=[CH:33][CH:32]=[CH:31][CH:30]=4)=[CH:25][C:24]=3[C:35]([F:38])([F:37])[F:36])=[CH:18][CH:19]=2)[CH2:14][CH2:13]1)(C)(C)C.[ClH:48].O1CCOCC1. Product: [ClH:48].[O:39]=[C:11]([N:12]1[C:20]2[C:15](=[CH:16][C:17]([O:21][CH2:22][C:23]3[CH:28]=[CH:27][C:26]([C:29]4[CH:30]=[CH:31][CH:32]=[CH:33][CH:34]=4)=[CH:25][C:24]=3[C:35]([F:38])([F:36])[F:37])=[CH:18][CH:19]=2)[CH2:14][CH2:13]1)[CH2:10][NH:9][CH2:8][CH2:7][C:6]([OH:47])=[O:5]. The catalyst class is: 27. (3) Reactant: C(O[C:4](=[O:12])[C:5]1[CH:10]=[CH:9][N:8]=[C:7]([Cl:11])[CH:6]=1)C.[C:13]([O:16][CH2:17][CH3:18])(=[O:15])[CH3:14]. Product: [CH2:17]([O:16][C:13](=[O:15])[CH2:14][C:4]([C:5]1[CH:10]=[CH:9][N:8]=[C:7]([Cl:11])[CH:6]=1)=[O:12])[CH3:18]. The catalyst class is: 1. (4) Reactant: [C:9](O[C:9]([O:11][C:12]([CH3:15])([CH3:14])[CH3:13])=[O:10])([O:11][C:12]([CH3:15])([CH3:14])[CH3:13])=[O:10].[CH:16]1([NH2:19])[CH2:18][CH2:17]1. Product: [C:12]([O:11][C:9](=[O:10])[NH:19][CH:16]1[CH2:18][CH2:17]1)([CH3:13])([CH3:14])[CH3:15]. The catalyst class is: 4. (5) Reactant: Cl[C:2]1N=NN=[C:4]([Cl:8])[C:3]=1Cl.[CH2:10]([O:12][CH2:13][O:14][C:15]1[CH:16]=C(CO)C=[C:19]([CH2:21]O)[CH:20]=1)[CH3:11].C(Cl)[Cl:26]. Product: [Cl:8][CH2:4][C:3]1[CH:16]=[C:15]([O:14][CH2:13][O:12][CH2:10][CH3:11])[CH:20]=[C:19]([CH2:21][Cl:26])[CH:2]=1. The catalyst class is: 3. (6) Reactant: [F:1][C:2]1[CH:7]=[CH:6][CH:5]=[CH:4][C:3]=1[C:8]1[N:9]([S:15]([C:18]2[CH:23]=[CH:22][CH:21]=[CH:20][CH:19]=2)(=[O:17])=[O:16])[CH:10]=[C:11]([CH:13]=[O:14])[N:12]=1.[C:34]([O:33][BH-]([O:33][C:34](=[O:36])[CH3:35])[O:33][C:34](=[O:36])[CH3:35])(=[O:36])[CH3:35].[Na+].C(=O)([O-])[OH:39].[Na+].Cl.[CH3:44][NH2:45]. Product: [C:34]([OH:33])(=[O:36])/[CH:35]=[CH:11]/[C:13]([OH:14])=[O:39].[F:1][C:2]1[CH:7]=[CH:6][CH:5]=[CH:4][C:3]=1[C:8]1[N:9]([S:15]([C:18]2[CH:23]=[CH:22][CH:21]=[CH:20][CH:19]=2)(=[O:17])=[O:16])[CH:10]=[C:11]([CH2:13][NH:45][CH3:44])[N:12]=1. The catalyst class is: 5. (7) The catalyst class is: 16. Product: [Br:3][C:4]1[CH:9]=[CH:8][C:7]([CH2:16][CH2:15][NH2:19])=[C:6]([C:11]([CH3:14])([CH3:13])[CH3:12])[CH:5]=1. Reactant: [H-].[Na+].[Br:3][C:4]1[CH:9]=[CH:8][C:7](N)=[C:6]([C:11]([CH3:14])([CH3:13])[CH3:12])[CH:5]=1.[CH2:15](I)[CH3:16].[Cl-].[NH4+:19].